The task is: Predict the reaction yield, written as a fraction of the theoretical maximum amount of product (1.0 means a 100% yield; for example, 0.34 means a 34% yield).. This data is from Reaction yield outcomes from USPTO patents with 853,638 reactions. (1) The reactants are [C:1]1([CH:7]2[CH2:12][CH2:11][NH:10][CH2:9][CH2:8]2)[CH:6]=[CH:5][CH:4]=[CH:3][CH:2]=1.[C:13]1([CH:19]([C:23]2[CH:28]=[CH:27][CH:26]=[CH:25][CH:24]=2)[C:20]([OH:22])=O)[CH:18]=[CH:17][CH:16]=[CH:15][CH:14]=1.C1CC[CH:32]([N:35]=[C:36]=[N:37][CH:38]2[CH2:43]CCCC2)CC1.C1C=CC2N(O)N=NC=2C=1. The catalyst is C1COCC1. The product is [N:35]1([CH2:32][C:7]2([C:1]3[CH:6]=[CH:5][CH:4]=[CH:3][CH:2]=3)[CH2:8][CH2:9][N:10]([C:20](=[O:22])[CH:19]([C:13]3[CH:14]=[CH:15][CH:16]=[CH:17][CH:18]=3)[C:23]3[CH:28]=[CH:27][CH:26]=[CH:25][CH:24]=3)[CH2:11][CH2:12]2)[CH:43]=[CH:38][N:37]=[CH:36]1. The yield is 0.360. (2) The reactants are C([O:3][C:4]([C:6]1[CH:7]=[C:8]2[C:13](=[CH:14][CH:15]=1)[NH:12][CH:11]([C:16]1[CH:21]=[C:20]([N:22]3[CH2:27][CH2:26][O:25][CH2:24][CH2:23]3)[CH:19]=[C:18]([CH3:28])[CH:17]=1)[C:10]([CH3:30])([CH3:29])[CH2:9]2)=[O:5])C.O.[OH-].[Li+].O.Cl. The catalyst is CO.O1CCCC1. The product is [CH3:29][C:10]1([CH3:30])[CH2:9][C:8]2[C:13](=[CH:14][CH:15]=[C:6]([C:4]([OH:5])=[O:3])[CH:7]=2)[NH:12][CH:11]1[C:16]1[CH:21]=[C:20]([N:22]2[CH2:27][CH2:26][O:25][CH2:24][CH2:23]2)[CH:19]=[C:18]([CH3:28])[CH:17]=1. The yield is 0.310. (3) The yield is 0.870. The reactants are C(=O)(OC(C)(C)C)[O:2][C:3]1[N:7]([C:8]2[CH:13]=[CH:12][CH:11]=[CH:10][N:9]=2)[N:6]=[C:5]([C:14]2[CH:19]=[CH:18][C:17]([C:20]3[CH:25]=[CH:24][C:23]([Br:26])=[CH:22][CH:21]=3)=[CH:16][CH:15]=2)[CH:4]=1.C(=O)(OC(C)(C)C)OC1N(C2C=CC=CN=2)N=C(C2C=CC(C3C=CC=CC=3)=CC=2)C=1. No catalyst specified. The product is [Br:26][C:23]1[CH:22]=[CH:21][C:20]([C:17]2[CH:16]=[CH:15][C:14]([C:5]3[CH:4]=[C:3]([OH:2])[N:7]([C:8]4[CH:13]=[CH:12][CH:11]=[CH:10][N:9]=4)[N:6]=3)=[CH:19][CH:18]=2)=[CH:25][CH:24]=1. (4) The reactants are [C:1]([C:4]1([C:10]2[C:18]3[C:13](=[CH:14][CH:15]=[C:16]([NH:19][C:20]([C:22]4[CH:27]=[CH:26][C:25]([N+:28]([O-])=O)=[CH:24][CH:23]=4)=[O:21])[CH:17]=3)[NH:12][N:11]=2)[CH:9]=[CH:8][CH:7]=[CH:6][CH2:5]1)(=[O:3])[CH3:2]. The catalyst is [Pd].C(OCC)(=O)C. The product is [C:1]([C:4]1([C:10]2[C:18]3[C:13](=[CH:14][CH:15]=[C:16]([NH:19][C:20]([C:22]4[CH:23]=[CH:24][C:25]([NH2:28])=[CH:26][CH:27]=4)=[O:21])[CH:17]=3)[NH:12][N:11]=2)[CH:5]=[CH:6][CH:7]=[CH:8][CH2:9]1)(=[O:3])[CH3:2]. The yield is 0.940. (5) The reactants are [CH2:1]([NH:4][C@H:5]1[CH2:14][CH2:13][C:12]2[C:11]([OH:15])=[CH:10][CH:9]=[CH:8][C:7]=2[CH2:6]1)[CH2:2][CH3:3].CC1C=CC(S(O[CH2:27][CH2:28][C:29]2[S:30][CH:31]=[CH:32][CH:33]=2)(=O)=O)=CC=1.S([O-])([O-])=O.[Na+].[Na+]. The catalyst is C1(C)C(C)=CC=CC=1. The product is [CH2:1]([N:4]([CH2:27][CH2:28][C:29]1[S:30][CH:31]=[CH:32][CH:33]=1)[C@H:5]1[CH2:14][CH2:13][C:12]2[C:11]([OH:15])=[CH:10][CH:9]=[CH:8][C:7]=2[CH2:6]1)[CH2:2][CH3:3]. The yield is 0.478. (6) The reactants are [C:1]([O:5][C:6]([NH:8][C@@H:9]([CH2:12][C:13]1[CH:18]=[CH:17][CH:16]=[CH:15][CH:14]=1)[CH2:10]O)=[O:7])([CH3:4])([CH3:3])[CH3:2].C1(P(C2C=CC=CC=2)C2C=CC=CC=2)C=CC=CC=1.N(C(OCC)=O)=NC(OCC)=O. The product is [C:1]([O:5][C:6]([N:8]1[CH2:10][C@@H:9]1[CH2:12][C:13]1[CH:18]=[CH:17][CH:16]=[CH:15][CH:14]=1)=[O:7])([CH3:4])([CH3:3])[CH3:2]. The catalyst is C1COCC1. The yield is 0.760.